Dataset: Forward reaction prediction with 1.9M reactions from USPTO patents (1976-2016). Task: Predict the product of the given reaction. (1) Given the reactants [NH2:1][C@H:2]([C:13]([OH:15])=[O:14])[CH2:3][C:4]1[C:12]2[C:7](=[CH:8][CH:9]=[CH:10][CH:11]=2)[NH:6][CH:5]=1.[C:16](O)([CH3:19])([CH3:18])[CH3:17], predict the reaction product. The product is: [C:16]([C:5]1[NH:6][C:7]2[C:12](=[CH:11][C:10]([C:4]([CH3:12])([CH3:5])[CH3:3])=[CH:9][C:8]=2[C:16]([CH3:19])([CH3:18])[CH3:17])[C:4]=1[CH2:3][C@@H:2]([C:13]([OH:15])=[O:14])[NH2:1])([CH3:19])([CH3:18])[CH3:17]. (2) The product is: [Cl:17]/[C:18](=[N:13]\[NH:7][C:6]1[CH:8]=[C:2]([Cl:1])[CH:3]=[CH:4][C:5]=1[N+:9]([O-:11])=[O:10])/[C:19]([O:21][CH2:22][CH3:23])=[O:20]. Given the reactants [Cl:1][C:2]1[CH:3]=[CH:4][C:5]([N+:9]([O-:11])=[O:10])=[C:6]([CH:8]=1)[NH2:7].Cl.[N:13]([O-])=O.[Na+].[Cl:17][CH:18](C(C)=O)[C:19]([O:21][CH2:22][CH3:23])=[O:20].C([O-])(=O)C.[Na+], predict the reaction product. (3) Given the reactants [O:1]=[C:2]1[CH2:10][C:9]2[C:4](=[CH:5][C:6]([C:11]([C:13]3[CH:14]=[C:15]([NH:19][C:20]([C:22]4[N:23]([CH3:29])[N:24]=[C:25]([CH3:28])[C:26]=4[Cl:27])=[O:21])[CH:16]=[CH:17][CH:18]=3)=[O:12])=[CH:7][CH:8]=2)[NH:3]1.[CH:30](OCC)=[O:31].[O-]CC.[Na+].Cl, predict the reaction product. The product is: [OH:31][CH:30]=[C:10]1[C:9]2[C:4](=[CH:5][C:6]([C:11]([C:13]3[CH:14]=[C:15]([NH:19][C:20]([C:22]4[N:23]([CH3:29])[N:24]=[C:25]([CH3:28])[C:26]=4[Cl:27])=[O:21])[CH:16]=[CH:17][CH:18]=3)=[O:12])=[CH:7][CH:8]=2)[NH:3][C:2]1=[O:1]. (4) Given the reactants [CH2:1]([O:3][C:4](=[O:26])[CH2:5][C:6]1[CH:7]=[C:8]([C:14]2[CH:19]=[CH:18][C:17]([C:20]([F:23])([F:22])[F:21])=[CH:16][C:15]=2[CH2:24][NH2:25])[C:9]([O:12][CH3:13])=[CH:10][CH:11]=1)[CH3:2].Cl[C:28]1[O:29][C:30]2[CH:36]=[CH:35][C:34]([CH3:37])=[CH:33][C:31]=2[N:32]=1, predict the reaction product. The product is: [CH2:1]([O:3][C:4](=[O:26])[CH2:5][C:6]1[CH:7]=[C:8]([C:14]2[CH:19]=[CH:18][C:17]([C:20]([F:23])([F:21])[F:22])=[CH:16][C:15]=2[CH2:24][NH:25][C:28]2[O:29][C:30]3[CH:36]=[CH:35][C:34]([CH3:37])=[CH:33][C:31]=3[N:32]=2)[C:9]([O:12][CH3:13])=[CH:10][CH:11]=1)[CH3:2]. (5) Given the reactants C([O:3][C:4]([C:6]1[CH:7]=[CH:8][C:9]2[N:10]([CH:12]=[C:13]([C:15]([NH:17][C:18]3[CH:23]=[CH:22][CH:21]=[CH:20][CH:19]=3)=[O:16])[N:14]=2)[CH:11]=1)=[CH2:5])C.[ClH:24], predict the reaction product. The product is: [ClH:24].[C:4]([C:6]1[CH:7]=[CH:8][C:9]2[N:10]([CH:12]=[C:13]([C:15]([NH:17][C:18]3[CH:23]=[CH:22][CH:21]=[CH:20][CH:19]=3)=[O:16])[N:14]=2)[CH:11]=1)(=[O:3])[CH3:5]. (6) Given the reactants Cl[C:2]1[C:11]2[C:6](=[CH:7][CH:8]=[CH:9][CH:10]=2)[N:5]=[CH:4][C:3]=1[N+:12]([O-:14])=[O:13].[CH3:15][C:16]([CH3:26])([CH2:19][C:20]1([CH3:25])[O:24][CH2:23][CH2:22][O:21]1)[CH2:17][NH2:18].C(N(CC)CC)C, predict the reaction product. The product is: [CH3:15][C:16]([CH3:26])([CH2:19][C:20]1([CH3:25])[O:21][CH2:22][CH2:23][O:24]1)[CH2:17][NH:18][C:2]1[C:11]2[C:6](=[CH:7][CH:8]=[CH:9][CH:10]=2)[N:5]=[CH:4][C:3]=1[N+:12]([O-:14])=[O:13].